From a dataset of Forward reaction prediction with 1.9M reactions from USPTO patents (1976-2016). Predict the product of the given reaction. (1) The product is: [F:1][C:2]1[CH:3]=[C:4]([C:20]2[C:25]([CH3:26])=[CH:24][CH:23]=[CH:22][N:21]=2)[CH:5]=[CH:6][C:7]=1[O:8][CH3:9]. Given the reactants [F:1][C:2]1[CH:3]=[C:4](B(O)O)[CH:5]=[CH:6][C:7]=1[O:8][CH3:9].C(=O)([O-])[O-].[Na+].[Na+].Br[C:20]1[C:25]([CH3:26])=[CH:24][CH:23]=[CH:22][N:21]=1.ClCCl, predict the reaction product. (2) Given the reactants [CH3:1][C:2]1[N:6]=[C:5]([CH2:7][CH:8]2[CH2:13][CH2:12][CH:11]([C:14]3[S:15][C:16]([C:19]4[CH:25]=[CH:24][C:22]([NH2:23])=[CH:21][CH:20]=4)=[CH:17][N:18]=3)[CH2:10][CH2:9]2)[O:4][N:3]=1.[F:26][C:27]1[CH:28]=[C:29]([CH:33]=[C:34]([F:36])[CH:35]=1)[C:30](Cl)=[O:31], predict the reaction product. The product is: [F:26][C:27]1[CH:28]=[C:29]([CH:33]=[C:34]([F:36])[CH:35]=1)[C:30]([NH:23][C:22]1[CH:21]=[CH:20][C:19]([C:16]2[S:15][C:14]([CH:11]3[CH2:12][CH2:13][CH:8]([CH2:7][C:5]4[O:4][N:3]=[C:2]([CH3:1])[N:6]=4)[CH2:9][CH2:10]3)=[N:18][CH:17]=2)=[CH:25][CH:24]=1)=[O:31]. (3) Given the reactants [Br:1][C:2]1[CH:3]=[N:4][C:5]([N:10]2[CH2:14][CH2:13][CH:12]([CH2:15][OH:16])[CH2:11]2)=[C:6]([CH:9]=1)[CH:7]=[O:8].[C:17](OC(=O)C)(=[O:19])[CH3:18].O.C(=O)([O-])[O-].[Na+].[Na+], predict the reaction product. The product is: [C:17]([O:16][CH2:15][CH:12]1[CH2:13][CH2:14][N:10]([C:5]2[C:6]([CH:7]=[O:8])=[CH:9][C:2]([Br:1])=[CH:3][N:4]=2)[CH2:11]1)(=[O:19])[CH3:18]. (4) The product is: [C:15]([CH2:14][CH2:13][N:12]([CH3:11])[C:2]1[S:3][CH:4]=[C:5]([C:7]([O:9][CH3:10])=[O:8])[N:6]=1)#[N:16]. Given the reactants Br[C:2]1[S:3][CH:4]=[C:5]([C:7]([O:9][CH3:10])=[O:8])[N:6]=1.[CH3:11][NH:12][CH2:13][CH2:14][C:15]#[N:16].C(=O)([O-])[O-].[Cs+].[Cs+], predict the reaction product. (5) Given the reactants [CH3:1][C:2]1[CH:7]=[C:6]([CH3:8])[NH:5][C:4](=[O:9])[C:3]=1[CH2:10][NH:11][C:12]([C:14]1[CH:15]=[C:16]([C:30]2[CH:35]=[CH:34][C:33]([CH:36]=O)=[CH:32][C:31]=2[CH3:38])[CH:17]=[C:18]([N:21]([CH2:28][CH3:29])[CH:22]2[CH2:27][CH2:26][O:25][CH2:24][CH2:23]2)[C:19]=1[CH3:20])=[O:13].[NH:39]1[CH2:44][CH2:43][O:42][CH2:41][CH2:40]1.C(O)(=O)C.C(O[BH-](OC(=O)C)OC(=O)C)(=O)C.[Na+], predict the reaction product. The product is: [CH3:1][C:2]1[CH:7]=[C:6]([CH3:8])[NH:5][C:4](=[O:9])[C:3]=1[CH2:10][NH:11][C:12]([C:14]1[CH:15]=[C:16]([C:30]2[CH:35]=[CH:34][C:33]([CH2:36][N:39]3[CH2:44][CH2:43][O:42][CH2:41][CH2:40]3)=[CH:32][C:31]=2[CH3:38])[CH:17]=[C:18]([N:21]([CH2:28][CH3:29])[CH:22]2[CH2:23][CH2:24][O:25][CH2:26][CH2:27]2)[C:19]=1[CH3:20])=[O:13]. (6) Given the reactants [F:1][C:2]1[CH:7]=[CH:6][C:5]([O:8][CH3:9])=[CH:4][C:3]=1[C:10]1[CH:11]=[CH:12][C:13]([OH:21])=[N:14][C:15]=1[CH2:16][C:17]([CH3:20])([CH3:19])[CH3:18].[CH:22]1([CH:25]([C:32]2[CH:37]=[C:36]([CH2:38]O)[N:35]=[CH:34][N:33]=2)[CH2:26][C:27]([O:29][CH2:30][CH3:31])=[O:28])[CH2:24][CH2:23]1.N(C(N1CCCCC1)=O)=NC(N1CCCCC1)=O.C(P(CCCC)CCCC)CCC, predict the reaction product. The product is: [CH:22]1([CH:25]([C:32]2[CH:37]=[C:36]([CH2:38][O:21][C:13]3[CH:12]=[CH:11][C:10]([C:3]4[CH:4]=[C:5]([O:8][CH3:9])[CH:6]=[CH:7][C:2]=4[F:1])=[C:15]([CH2:16][C:17]([CH3:18])([CH3:20])[CH3:19])[N:14]=3)[N:35]=[CH:34][N:33]=2)[CH2:26][C:27]([O:29][CH2:30][CH3:31])=[O:28])[CH2:24][CH2:23]1. (7) Given the reactants [CH2:1]([O:5][CH2:6][CH2:7][O:8][C:9]1[CH:14]=[CH:13][C:12]([C:15]2[CH:20]=[CH:19][C:18]([N:21]([CH2:23][CH2:24][O:25][CH3:26])[CH3:22])=[C:17](/[CH:27]=[CH:28]/[C:29](O)=[O:30])[CH:16]=2)=[CH:11][CH:10]=1)[CH2:2][CH2:3][CH3:4].CN(C=O)C.C(Cl)(=O)C(Cl)=O.[CH2:43]([N:46]1[C:50]([CH2:51][S@@:52]([C:54]2[CH:60]=[CH:59][C:57]([NH2:58])=[CH:56][CH:55]=2)=[O:53])=[CH:49][N:48]=[CH:47]1)[CH2:44][CH3:45], predict the reaction product. The product is: [CH2:1]([O:5][CH2:6][CH2:7][O:8][C:9]1[CH:14]=[CH:13][C:12]([C:15]2[CH:20]=[CH:19][C:18]([N:21]([CH2:23][CH2:24][O:25][CH3:26])[CH3:22])=[C:17](/[CH:27]=[CH:28]/[C:29]([NH:58][C:57]3[CH:56]=[CH:55][C:54]([S@:52]([CH2:51][C:50]4[N:46]([CH2:43][CH2:44][CH3:45])[CH:47]=[N:48][CH:49]=4)=[O:53])=[CH:60][CH:59]=3)=[O:30])[CH:16]=2)=[CH:11][CH:10]=1)[CH2:2][CH2:3][CH3:4].